This data is from Forward reaction prediction with 1.9M reactions from USPTO patents (1976-2016). The task is: Predict the product of the given reaction. (1) Given the reactants Br[C:2]1[C:3]([F:31])=[CH:4][C:5]2[O:11][CH2:10][CH2:9][N:8]3[C:12]([C:18]4[N:22]([CH3:23])[N:21]=[C:20]([C:24]5[CH:29]=[CH:28][N:27]=[CH:26][CH:25]=5)[N:19]=4)=[C:13]([C:15]([NH2:17])=[O:16])[N:14]=[C:7]3[C:6]=2[CH:30]=1.[CH3:32][C:33]([OH:37])([C:35]#[CH:36])[CH3:34], predict the reaction product. The product is: [F:31][C:3]1[C:2]([C:36]#[C:35][C:33]([OH:37])([CH3:34])[CH3:32])=[CH:30][C:6]2[C:7]3[N:8]([C:12]([C:18]4[N:22]([CH3:23])[N:21]=[C:20]([C:24]5[CH:29]=[CH:28][N:27]=[CH:26][CH:25]=5)[N:19]=4)=[C:13]([C:15]([NH2:17])=[O:16])[N:14]=3)[CH2:9][CH2:10][O:11][C:5]=2[CH:4]=1. (2) Given the reactants [C:1]1([C@@H:7]2[CH2:11][O:10][C:9](=[O:12])[NH:8]2)[CH:6]=[CH:5][CH:4]=[CH:3][CH:2]=1.Br[C:14]1[CH:15]=[C:16]([NH2:21])[C:17]([NH2:20])=[CH:18][CH:19]=1.[C:22](=O)([O-])[O-].[K+].[K+].C1(N)CCCCC1N.Cl, predict the reaction product. The product is: [NH:21]1[C:16]2[CH:15]=[C:14]([N:8]3[C@H:7]([C:1]4[CH:2]=[CH:3][CH:4]=[CH:5][CH:6]=4)[CH2:11][O:10][C:9]3=[O:12])[CH:19]=[CH:18][C:17]=2[N:20]=[CH:22]1.